Dataset: Reaction yield outcomes from USPTO patents with 853,638 reactions. Task: Predict the reaction yield, written as a fraction of the theoretical maximum amount of product (1.0 means a 100% yield; for example, 0.34 means a 34% yield). (1) The reactants are [CH3:1][O:2][C:3]1[CH:8]=[CH:7][C:6]([NH:9][C:10]2[CH:18]=[C:17]([C:19](O)=[O:20])[C:16]([NH:22][C:23]3[CH:28]=[CH:27][C:26]([O:29][CH3:30])=[CH:25][CH:24]=3)=[CH:15][C:11]=2[C:12]([OH:14])=O)=[CH:5][CH:4]=1. The catalyst is O. The product is [CH3:1][O:2][C:3]1[CH:8]=[CH:7][C:6]2[NH:9][C:10]3[C:11]([C:12](=[O:14])[C:5]=2[CH:4]=1)=[CH:15][C:16]1[NH:22][C:23]2[CH:28]=[CH:27][C:26]([O:29][CH3:30])=[CH:25][C:24]=2[C:19](=[O:20])[C:17]=1[CH:18]=3. The yield is 1.00. (2) The reactants are Cl.[NH2:2][OH:3].C[O-].[Na+].CO.CO[C:11](=[O:43])[C@@H:12]([NH:19][C:20](=[O:42])[C:21]1[CH:26]=[CH:25][C:24]([C:27]#[C:28][C:29]2[CH:34]=[CH:33][C:32]([CH2:35][N:36]3[CH2:41][CH2:40][O:39][CH2:38][CH2:37]3)=[CH:31][CH:30]=2)=[CH:23][CH:22]=1)[CH:13]1[CH2:18][CH2:17][NH:16][CH2:15][CH2:14]1.Cl. The catalyst is CO.C1COCC1.CO. The product is [OH:3][NH:2][C:11]([C@H:12]([CH:13]1[CH2:18][CH2:17][NH:16][CH2:15][CH2:14]1)[NH:19][C:20](=[O:42])[C:21]1[CH:26]=[CH:25][C:24]([C:27]#[C:28][C:29]2[CH:30]=[CH:31][C:32]([CH2:35][N:36]3[CH2:41][CH2:40][O:39][CH2:38][CH2:37]3)=[CH:33][CH:34]=2)=[CH:23][CH:22]=1)=[O:43]. The yield is 0.0560. (3) The yield is 0.340. The catalyst is CC(C)=O. The reactants are [Cl:1][C:2]1[CH:3]=[CH:4][C:5]([NH:17][CH2:18][CH:19]2[CH2:24][CH2:23][NH:22][CH2:21][CH2:20]2)=[C:6]([CH:16]=1)[C:7]([NH:9][C:10]1[CH:15]=[CH:14][CH:13]=[CH:12][N:11]=1)=[O:8].CO.[C:27](O)(=O)[CH3:28].[C:31]([BH3-])#N.[Na+]. The product is [Cl:1][C:2]1[CH:3]=[CH:4][C:5]([NH:17][CH2:18][CH:19]2[CH2:20][CH2:21][N:22]([CH:27]([CH3:28])[CH3:31])[CH2:23][CH2:24]2)=[C:6]([CH:16]=1)[C:7]([NH:9][C:10]1[CH:15]=[CH:14][CH:13]=[CH:12][N:11]=1)=[O:8]. (4) The reactants are [NH:1]1[CH2:6][CH2:5][CH2:4][CH2:3][CH2:2]1.Cl[C:8]([O:10][CH2:11][CH:12]([C:14]1[CH:19]=[CH:18][CH:17]=[CH:16][C:15]=1[N+:20]([O-:22])=[O:21])[CH3:13])=[O:9]. The catalyst is C1COCC1.CCOCC.O. The product is [N+:20]([C:15]1[CH:16]=[CH:17][CH:18]=[CH:19][C:14]=1[CH:12]([CH3:13])[CH2:11][O:10][C:8]([N:1]1[CH2:6][CH2:5][CH2:4][CH2:3][CH2:2]1)=[O:9])([O-:22])=[O:21]. The yield is 0.636. (5) The reactants are [Cl:1][C:2]1[C:7]([F:8])=[CH:6][CH:5]=[C:4]([Cl:9])[C:3]=1[CH:10]([O:12][C:13]1[C:14]([N+:19]([O-])=O)=[N:15][CH:16]=[CH:17][CH:18]=1)[CH3:11].Cl. The catalyst is C(O)C.[Fe]. The product is [Cl:1][C:2]1[C:7]([F:8])=[CH:6][CH:5]=[C:4]([Cl:9])[C:3]=1[CH:10]([O:12][C:13]1[C:14]([NH2:19])=[N:15][CH:16]=[CH:17][CH:18]=1)[CH3:11]. The yield is 0.940. (6) No catalyst specified. The reactants are [CH2:1]([O:3][C:4]([C:6]1[CH:7]=[N:8][N:9]2[C:14]([OH:15])=[C:13]([C:16]([OH:18])=O)[CH:12]=[N:11][C:10]=12)=[O:5])[CH3:2].Cl.[F:20][C:21]1([C:27]2[CH:32]=[CH:31][CH:30]=[CH:29][CH:28]=2)[CH2:26][CH2:25][NH:24][CH2:23][CH2:22]1. The yield is 0.680. The product is [CH2:1]([O:3][C:4]([C:6]1[CH:7]=[N:8][N:9]2[C:14]([OH:15])=[C:13]([C:16]([N:24]3[CH2:25][CH2:26][C:21]([F:20])([C:27]4[CH:28]=[CH:29][CH:30]=[CH:31][CH:32]=4)[CH2:22][CH2:23]3)=[O:18])[CH:12]=[N:11][C:10]=12)=[O:5])[CH3:2]. (7) The reactants are C(=O)([O-])[O-].[Na+].[Na+].[Br:7][C:8]1[CH:9]=[CH:10][C:11](I)=[N:12][CH:13]=1.[CH2:15]([O:17][C:18]([C:20]1([C:23]2[CH:28]=[CH:27][C:26](B3OC(C)(C)C(C)(C)O3)=[CH:25][CH:24]=2)[CH2:22][CH2:21]1)=[O:19])[CH3:16]. The yield is 0.540. The product is [CH2:15]([O:17][C:18]([C:20]1([C:23]2[CH:28]=[CH:27][C:26]([C:11]3[CH:10]=[CH:9][C:8]([Br:7])=[CH:13][N:12]=3)=[CH:25][CH:24]=2)[CH2:21][CH2:22]1)=[O:19])[CH3:16]. The catalyst is C1(C)C=CC=CC=1.O.C(OCC)(=O)C.C(O)C. (8) The reactants are [N:1]([CH2:4][CH:5]([C:10]1[CH:15]=[CH:14][C:13]([NH:16][C:17]([C:19]2[N:20]([CH2:26][O:27][CH2:28][CH2:29][Si:30]([CH3:33])([CH3:32])[CH3:31])[CH:21]=[C:22]([C:24]#[N:25])[N:23]=2)=[O:18])=[C:12]([C:34]2[CH2:39][CH2:38][CH2:37][CH2:36][CH:35]=2)[CH:11]=1)[CH2:6][N:7]=[N+]=[N-])=[N+]=[N-].O.CO.[NH4+].[Cl-]. The catalyst is C1COCC1.[Zn]. The product is [NH2:7][CH2:6][CH:5]([C:10]1[CH:15]=[CH:14][C:13]([NH:16][C:17]([C:19]2[N:20]([CH2:26][O:27][CH2:28][CH2:29][Si:30]([CH3:33])([CH3:31])[CH3:32])[CH:21]=[C:22]([C:24]#[N:25])[N:23]=2)=[O:18])=[C:12]([C:34]2[CH2:39][CH2:38][CH2:37][CH2:36][CH:35]=2)[CH:11]=1)[CH2:4][NH2:1]. The yield is 0.420.